From a dataset of CYP2D6 inhibition data for predicting drug metabolism from PubChem BioAssay. Regression/Classification. Given a drug SMILES string, predict its absorption, distribution, metabolism, or excretion properties. Task type varies by dataset: regression for continuous measurements (e.g., permeability, clearance, half-life) or binary classification for categorical outcomes (e.g., BBB penetration, CYP inhibition). Dataset: cyp2d6_veith. (1) The compound is O=C(O)/C=C\C(=O)N1Cc2cc3ccccc3nc2C1. The result is 0 (non-inhibitor). (2) The result is 1 (inhibitor). The compound is CNc1nc(-c2ccc(N(C)C)cc2)nc2ccccc12. (3) The molecule is Clc1cc2c(c(CSC3=NCN(CC4CC4)CN3)c1)OCOC2. The result is 1 (inhibitor). (4) The compound is COc1ccc(C(=O)c2ccccc2O)c(O)c1. The result is 0 (non-inhibitor). (5) The molecule is Cc1ccc(S(=O)(=O)NCc2ccccc2)cc1. The result is 0 (non-inhibitor). (6) The molecule is O=C(O)c1nnsc1-c1csnn1. The result is 0 (non-inhibitor).